From a dataset of Forward reaction prediction with 1.9M reactions from USPTO patents (1976-2016). Predict the product of the given reaction. (1) Given the reactants [H-].C([Al+]CC(C)C)C(C)C.[Cl:11][C:12]1[C:17]([O:18][CH:19]([CH3:21])[CH3:20])=[C:16]([C:22](OC)=[O:23])[CH:15]=[C:14]([CH:26]2[CH2:28][CH2:27]2)[C:13]=1[C:29]1[CH:34]=[CH:33][C:32]([F:35])=[CH:31][CH:30]=1.O.O.O.O.O.O.O.O.O.O.S([O-])([O-])(=O)=O.[Na+].[Na+], predict the reaction product. The product is: [Cl:11][C:12]1[C:17]([O:18][CH:19]([CH3:21])[CH3:20])=[C:16]([CH2:22][OH:23])[CH:15]=[C:14]([CH:26]2[CH2:28][CH2:27]2)[C:13]=1[C:29]1[CH:30]=[CH:31][C:32]([F:35])=[CH:33][CH:34]=1. (2) The product is: [Br:1][C:2]1[CH:3]=[C:4]([CH:7]=[CH:8][C:9]=1[F:10])[CH:5]=[C:14]1[C:15]2[C:20](=[CH:19][CH:18]=[CH:17][CH:16]=2)[C:12](=[O:11])[O:13]1. Given the reactants [Br:1][C:2]1[CH:3]=[C:4]([CH:7]=[CH:8][C:9]=1[F:10])[CH:5]=O.[O:11]=[C:12]1[C:20]2[C:15](=[CH:16][CH:17]=[CH:18][CH:19]=2)[CH:14](P(=O)(OC)OC)[O:13]1, predict the reaction product. (3) Given the reactants [Br:1][C:2]1[CH:7]=[CH:6][C:5]([C:8](=[O:13])[CH2:9][CH2:10][CH2:11][Cl:12])=[CH:4][CH:3]=1.[BH4-].[Na+].Cl, predict the reaction product. The product is: [Br:1][C:2]1[CH:3]=[CH:4][C:5]([CH:8]([OH:13])[CH2:9][CH2:10][CH2:11][Cl:12])=[CH:6][CH:7]=1.